Predict the reaction yield, written as a fraction of the theoretical maximum amount of product (1.0 means a 100% yield; for example, 0.34 means a 34% yield). From a dataset of Reaction yield outcomes from USPTO patents with 853,638 reactions. (1) The yield is 0.830. The catalyst is C1(C)C=CC=CC=1.C([O-])(=O)C.[Pd+2].C([O-])(=O)C.F[B-](F)(F)F.C1(P(C2CCCCC2)C2C(OC)=CC(OC)=CC=2OC)CCCCC1. The product is [CH3:6][C:1]1[C:10](=[O:13])[O:11][C@@H:3]([C:1]2[CH:6]=[CH:5][CH:4]=[CH:3][CH:2]=2)[C:2]=1[C:1]1[CH:6]=[CH:5][CH:4]=[CH:3][CH:2]=1. The reactants are [C:1]1(B(O)O)[CH:6]=[CH:5][CH:4]=[CH:3][CH:2]=1.[C:10](=[O:13])([O-])[O-:11].[K+].[K+]. (2) The reactants are [CH2:1]([O:3][C:4](=[O:22])[CH2:5][NH:6][CH2:7][CH2:8][NH:9][S:10]([C:13]1[S:14][C:15]2[CH:21]=[CH:20][CH:19]=[CH:18][C:16]=2[N:17]=1)(=[O:12])=[O:11])[CH3:2].[CH3:23][S:24][CH2:25][CH2:26][O:27][C:28]([NH:30][C:31]1[N:39]=[CH:38][N:37]=[C:36]2[C:32]=1[N:33]=[CH:34][N:35]2[CH2:40][C:41](O)=[O:42])=[O:29]. No catalyst specified. The product is [CH2:1]([O:3][C:4](=[O:22])[CH2:5][N:6]([CH2:7][CH2:8][NH:9][S:10]([C:13]1[S:14][C:15]2[CH:21]=[CH:20][CH:19]=[CH:18][C:16]=2[N:17]=1)(=[O:12])=[O:11])[C:41](=[O:42])[CH2:40][N:35]1[CH:34]=[N:33][C:32]2[C:36]1=[N:37][CH:38]=[N:39][C:31]=2[NH:30][C:28]([O:27][CH2:26][CH2:25][S:24][CH3:23])=[O:29])[CH3:2]. The yield is 0.850. (3) The reactants are [Cl:1][C:2]1[CH:7]=[C:6]([Cl:8])[CH:5]=[CH:4][C:3]=1[C:9]1[N:10]=[C:11]([CH:16]=O)[N:12]([CH2:14][CH3:15])[CH:13]=1.[N:18]1[C:22]2[CH:23]=[CH:24][CH:25]=[CH:26][C:21]=2[NH:20]C=1.I[CH2:28][CH3:29].C1([OH:36])C=CC=CC=1.C([O:39][C:40](=[O:47])[CH2:41][CH2:42][CH2:43][CH2:44][CH2:45]Br)C. No catalyst specified. The product is [Cl:1][C:2]1[CH:7]=[C:6]([Cl:8])[CH:5]=[CH:4][C:3]=1[C:9]1[N:10]=[C:11]([C:16]2[N:20]([CH2:28][CH3:29])[C:21]3[CH:26]=[C:25]([O:36][CH2:45][CH2:44][CH2:43][CH2:42][CH2:41][C:40]([OH:39])=[O:47])[CH:24]=[CH:23][C:22]=3[N:18]=2)[N:12]([CH2:14][CH3:15])[CH:13]=1. The yield is 0.0430. (4) The reactants are [OH-].[Na+].[O:3]=[C:4]1[N:9]([CH2:10][C:11]([F:14])([F:13])[F:12])[CH:8]=[C:7]([CH2:15][C:16]2[S:17][C:18]3[C:24]([C:25]4[CH:26]=[C:27]([CH:33]=[CH:34][CH:35]=4)[C:28](OCC)=[O:29])=[CH:23][CH:22]=[CH:21][C:19]=3[CH:20]=2)[CH:6]=[CH:5]1.Cl.[NH2:37][CH2:38][CH2:39][OH:40].CCN=C=NCCCN(C)C.C1C=CC2N(O)N=NC=2C=1. The catalyst is O.CN(C=O)C.C(O)C. The product is [OH:40][CH2:39][CH2:38][NH:37][C:28](=[O:29])[C:27]1[CH:33]=[CH:34][CH:35]=[C:25]([C:24]2[C:18]3[S:17][C:16]([CH2:15][C:7]4[CH:6]=[CH:5][C:4](=[O:3])[N:9]([CH2:10][C:11]([F:12])([F:14])[F:13])[CH:8]=4)=[CH:20][C:19]=3[CH:21]=[CH:22][CH:23]=2)[CH:26]=1. The yield is 0.330. (5) The reactants are [CH3:1][C:2]1[C:6]([S:7]([NH2:10])(=[O:9])=[O:8])=[C:5]([CH3:11])[O:4][N:3]=1.[Cl:12][C:13]1[CH:41]=[CH:40][C:16]([CH2:17][O:18][C:19]2[CH:24]=[CH:23][CH:22]=[CH:21][C:20]=2[C:25]2[N:26]([C:31]3[CH:32]=[C:33]([CH:37]=[CH:38][CH:39]=3)[C:34](O)=[O:35])[C:27]([CH3:30])=[CH:28][CH:29]=2)=[CH:15][CH:14]=1.C(C1NC=CN=1)(C1NC=CN=1)=O.C(N(C(C)C)CC)(C)C. The catalyst is C1COCC1.CCOC(C)=O. The product is [Cl:12][C:13]1[CH:41]=[CH:40][C:16]([CH2:17][O:18][C:19]2[CH:24]=[CH:23][CH:22]=[CH:21][C:20]=2[C:25]2[N:26]([C:31]3[CH:32]=[C:33]([CH:37]=[CH:38][CH:39]=3)[C:34]([NH:10][S:7]([C:6]3[C:2]([CH3:1])=[N:3][O:4][C:5]=3[CH3:11])(=[O:9])=[O:8])=[O:35])[C:27]([CH3:30])=[CH:28][CH:29]=2)=[CH:15][CH:14]=1. The yield is 0.190. (6) The reactants are [Cl:1][C:2]1[CH:3]=[C:4]([N:9]2[C:13](=[O:14])[CH:12]([C:15]3[CH:20]=[CH:19][C:18]([OH:21])=[CH:17][CH:16]=3)[N:11]([CH3:22])[C:10]2=[O:23])[CH:5]=[CH:6][C:7]=1[Cl:8].C(N(CC)CC)C.[CH2:31]([N:35]=[C:36]=[O:37])[CH2:32][CH2:33][CH3:34]. The catalyst is C1COCC1. The product is [CH2:31]([NH:35][C:36](=[O:37])[O:21][C:18]1[CH:17]=[CH:16][C:15]([CH:12]2[C:13](=[O:14])[N:9]([C:4]3[CH:5]=[CH:6][C:7]([Cl:8])=[C:2]([Cl:1])[CH:3]=3)[C:10](=[O:23])[N:11]2[CH3:22])=[CH:20][CH:19]=1)[CH2:32][CH2:33][CH3:34]. The yield is 0.600. (7) The reactants are [NH2:1][C:2]1[C:7]2=[C:8]([C:30]3[CH:31]=[CH:32][C:33]4[C:37]([CH:38]=3)=[N:36][N:35]([CH2:39][C:40]3[CH:45]=[CH:44][CH:43]=[CH:42][CH:41]=3)[CH:34]=4)[CH:9]=[C:10]([C:11]3[CH:16]=[CH:15][C:14]([N:17]4[CH2:22][CH2:21][N:20](C(OC(C)(C)C)=O)[CH2:19][CH2:18]4)=[CH:13][CH:12]=3)[N:6]2[N:5]=[CH:4][N:3]=1.FC(F)(F)C(O)=O. The product is [CH2:39]([N:35]1[CH:34]=[C:33]2[C:37]([CH:38]=[C:30]([C:8]3[CH:9]=[C:10]([C:11]4[CH:16]=[CH:15][C:14]([N:17]5[CH2:22][CH2:21][NH:20][CH2:19][CH2:18]5)=[CH:13][CH:12]=4)[N:6]4[C:7]=3[C:2]([NH2:1])=[N:3][CH:4]=[N:5]4)[CH:31]=[CH:32]2)=[N:36]1)[C:40]1[CH:45]=[CH:44][CH:43]=[CH:42][CH:41]=1. The yield is 0.960. The catalyst is ClCCl. (8) The reactants are [F:1][C:2]([F:16])([F:15])[O:3][C:4]1[CH:5]=[C:6]([CH:12]=[CH:13][CH:14]=1)[C:7](OCC)=[O:8].O.[NH2:18][NH2:19]. The catalyst is C(O)C. The product is [F:1][C:2]([F:16])([F:15])[O:3][C:4]1[CH:5]=[C:6]([CH:12]=[CH:13][CH:14]=1)[C:7]([NH:18][NH2:19])=[O:8]. The yield is 0.960. (9) The reactants are C([O:3][C:4](=[O:17])[C:5]1[CH:10]=[CH:9][C:8]([C:11]2[CH:16]=[CH:15][N:14]=[CH:13][CH:12]=2)=[CH:7][CH:6]=1)C.[ClH:18]. The catalyst is O. The product is [ClH:18].[N:14]1[CH:15]=[CH:16][C:11]([C:8]2[CH:9]=[CH:10][C:5]([C:4]([OH:17])=[O:3])=[CH:6][CH:7]=2)=[CH:12][CH:13]=1. The yield is 0.850. (10) The reactants are [F:1][C:2]1[CH:3]=[C:4]([N:9]2[CH2:13][CH:12]([CH2:14][NH:15][C:16](=[O:18])[CH3:17])[O:11][C:10]2=[O:19])[CH:5]=[CH:6][C:7]=1I.[CH3:20][C:21]1([CH3:28])[C:25]([CH3:27])([CH3:26])[O:24][BH:23][O:22]1.C(N(CC)CC)C. The catalyst is O1CCOCC1.C1C=CC(P(C2C=CC=CC=2)[C-]2C=CC=C2)=CC=1.C1C=CC(P(C2C=CC=CC=2)[C-]2C=CC=C2)=CC=1.Cl[Pd]Cl.[Fe+2]. The product is [F:1][C:2]1[CH:3]=[C:4]([N:9]2[CH2:13][CH:12]([CH2:14][NH:15][C:16](=[O:18])[CH3:17])[O:11][C:10]2=[O:19])[CH:5]=[CH:6][C:7]=1[B:23]1[O:24][C:25]([CH3:27])([CH3:26])[C:21]([CH3:28])([CH3:20])[O:22]1. The yield is 0.940.